Dataset: Reaction yield outcomes from USPTO patents with 853,638 reactions. Task: Predict the reaction yield, written as a fraction of the theoretical maximum amount of product (1.0 means a 100% yield; for example, 0.34 means a 34% yield). (1) The reactants are Br[C:2]1[CH:14]=[CH:13][C:12]2[C:11]3[C:6](=[CH:7][C:8](Br)=[CH:9][CH:10]=3)[C:5]([CH2:18][CH3:19])([CH2:16][CH3:17])[C:4]=2[CH:3]=1.[CH2:20]([O:28][C:29]1[CH:34]=[CH:33][C:32]([C:35]2[CH:40]=[CH:39][C:38](B(O)O)=[CH:37][CH:36]=2)=[CH:31][CH:30]=1)[CH2:21][CH2:22][CH2:23][CH2:24][CH2:25][CH2:26][CH3:27].C(=O)([O-])[O-].[Na+].[Na+].CO[CH2:52][CH2:53][O:54][CH3:55]. The catalyst is C1C=CC([P]([Pd]([P](C2C=CC=CC=2)(C2C=CC=CC=2)C2C=CC=CC=2)([P](C2C=CC=CC=2)(C2C=CC=CC=2)C2C=CC=CC=2)[P](C2C=CC=CC=2)(C2C=CC=CC=2)C2C=CC=CC=2)(C2C=CC=CC=2)C2C=CC=CC=2)=CC=1.O. The product is [CH2:16]([C:5]1([CH2:18][CH3:19])[C:4]2[CH:3]=[C:2]([C:38]3[CH:39]=[CH:40][C:35]([C:32]4[CH:33]=[CH:34][C:29]([O:28][CH2:20][CH2:21][CH2:22][CH2:23][CH2:24][CH2:25][CH2:26][CH3:27])=[CH:30][CH:31]=4)=[CH:36][CH:37]=3)[CH:14]=[CH:13][C:12]=2[C:11]2[C:6]1=[CH:7][C:8]([C:29]1[CH:30]=[CH:31][C:32]([C:35]3[CH:36]=[CH:37][C:53]([O:54][CH2:55][CH2:26][CH2:25][CH2:24][CH2:23][CH2:22][CH2:21][CH3:20])=[CH:52][CH:40]=3)=[CH:33][CH:34]=1)=[CH:9][CH:10]=2)[CH3:17]. The yield is 0.650. (2) The reactants are [C:1]([Cl:4])(Cl)=[O:2].N1C=CC=CC=1.C[C:12]1[N:16]([C:17]([O:19][C:20]([CH3:23])([CH3:22])[CH3:21])=[O:18])[C:15]2[CH:24]=[C:25]([C:28]3[CH:29]=[CH:30][C:31]4[O:37][CH2:36][CH2:35][NH:34][CH2:33][C:32]=4[CH:38]=3)[CH:26]=[CH:27][C:14]=2[N:13]=1. The catalyst is C(Cl)(Cl)Cl. The product is [Cl:4][C:1]([N:34]1[CH2:33][C:32]2[CH:38]=[C:28]([C:25]3[CH:26]=[CH:27][C:14]4[N:13]=[CH:12][N:16]([C:17]([O:19][C:20]([CH3:22])([CH3:21])[CH3:23])=[O:18])[C:15]=4[CH:24]=3)[CH:29]=[CH:30][C:31]=2[O:37][CH2:36][CH2:35]1)=[O:2]. The yield is 0.590.